This data is from Peptide-MHC class I binding affinity with 185,985 pairs from IEDB/IMGT. The task is: Regression. Given a peptide amino acid sequence and an MHC pseudo amino acid sequence, predict their binding affinity value. This is MHC class I binding data. (1) The peptide sequence is ERQLAKAII. The MHC is HLA-B08:01 with pseudo-sequence HLA-B08:01. The binding affinity (normalized) is 0. (2) The peptide sequence is FNKKTFDHT. The MHC is H-2-Db with pseudo-sequence H-2-Db. The binding affinity (normalized) is 0. (3) The peptide sequence is KRNKDGIPA. The MHC is HLA-B27:05 with pseudo-sequence HLA-B27:05. The binding affinity (normalized) is 0.333. (4) The binding affinity (normalized) is 0.324. The MHC is HLA-A24:02 with pseudo-sequence HLA-A24:02. The peptide sequence is PQNGQFIHF. (5) The peptide sequence is ILLLDQVLV. The MHC is HLA-A68:02 with pseudo-sequence HLA-A68:02. The binding affinity (normalized) is 0.403. (6) The peptide sequence is RAVPPNPTI. The MHC is HLA-B39:01 with pseudo-sequence HLA-B39:01. The binding affinity (normalized) is 0.0847. (7) The peptide sequence is EVIERINLL. The MHC is HLA-A02:03 with pseudo-sequence HLA-A02:03. The binding affinity (normalized) is 0.475.